This data is from Peptide-MHC class II binding affinity with 134,281 pairs from IEDB. The task is: Regression. Given a peptide amino acid sequence and an MHC pseudo amino acid sequence, predict their binding affinity value. This is MHC class II binding data. (1) The peptide sequence is AAAGLAAAAPLESRQ. The MHC is DRB1_1201 with pseudo-sequence DRB1_1201. The binding affinity (normalized) is 0.0987. (2) The peptide sequence is GNIVAVDIKPKDSDE. The MHC is DRB1_1101 with pseudo-sequence DRB1_1101. The binding affinity (normalized) is 0.561. (3) The peptide sequence is VLTYNGKRLEPNWAS. The MHC is DRB1_0701 with pseudo-sequence DRB1_0701. The binding affinity (normalized) is 0.302. (4) The peptide sequence is ASYNTHETICPEPTIDE. The MHC is DRB1_0405 with pseudo-sequence DRB1_0405. The binding affinity (normalized) is 0.390. (5) The peptide sequence is KSYEDDEFFDCFKYI. The MHC is DRB1_0101 with pseudo-sequence DRB1_0101. The binding affinity (normalized) is 0.448. (6) The peptide sequence is QTKIQYVIRAQLHVG. The MHC is DRB1_0901 with pseudo-sequence DRB1_0901. The binding affinity (normalized) is 0.642. (7) The peptide sequence is KELKGAYVYFASDAS. The MHC is HLA-DPA10201-DPB11401 with pseudo-sequence HLA-DPA10201-DPB11401. The binding affinity (normalized) is 0.281.